From a dataset of Reaction yield outcomes from USPTO patents with 853,638 reactions. Predict the reaction yield, written as a fraction of the theoretical maximum amount of product (1.0 means a 100% yield; for example, 0.34 means a 34% yield). (1) The reactants are [CH:1]([C:4]1[N:5]=[C:6]([C:9]2[CH:18]=[C:17]([O:19]CC3C=CC(OC)=CC=3)[C:16]3[C:11](=[C:12]([CH3:31])[CH:13]=[C:14]([O:29][CH3:30])[CH:15]=3)[N:10]=2)[S:7][CH:8]=1)([CH3:3])[CH3:2].[Cl-].[Cl-].[Cl-].[Cs+].[Cs+].[Cs+].[I-].[Na+].Cl. The catalyst is C(#N)C.O. The product is [OH:19][C:17]1[C:16]2[C:11](=[C:12]([CH3:31])[CH:13]=[C:14]([O:29][CH3:30])[CH:15]=2)[N:10]=[C:9]([C:6]2[S:7][CH:8]=[C:4]([CH:1]([CH3:3])[CH3:2])[N:5]=2)[CH:18]=1. The yield is 0.550. (2) The reactants are [NH2:1][C:2]1[N:10]=[CH:9][N:8]=[C:7]2[C:3]=1[N:4]([C:34]1[CH:39]=[CH:38][C:37]([O:40][C:41]3[CH:46]=[CH:45][CH:44]=[CH:43][CH:42]=3)=[CH:36][CH:35]=1)[C:5](=[O:33])[N:6]2[C:11]1[CH:12]=[C:13]([N:17]([CH3:32])[C:18](=[O:31])/[CH:19]=[CH:20]/[CH2:21][N:22](C)[C:23](=O)OC(C)(C)C)[CH:14]=[CH:15][CH:16]=1.[ClH:47]. The catalyst is CC#N. The product is [ClH:47].[NH2:1][C:2]1[N:10]=[CH:9][N:8]=[C:7]2[C:3]=1[N:4]([C:34]1[CH:35]=[CH:36][C:37]([O:40][C:41]3[CH:42]=[CH:43][CH:44]=[CH:45][CH:46]=3)=[CH:38][CH:39]=1)[C:5](=[O:33])[N:6]2[C:11]1[CH:12]=[C:13]([N:17]([CH3:32])[C:18](=[O:31])/[CH:19]=[CH:20]/[CH2:21][NH:22][CH3:23])[CH:14]=[CH:15][CH:16]=1. The yield is 0.890.